This data is from Catalyst prediction with 721,799 reactions and 888 catalyst types from USPTO. The task is: Predict which catalyst facilitates the given reaction. Reactant: [N:1]1[CH:2]=[C:3]([C:10]([OH:12])=O)[N:4]2[CH:9]=[CH:8][CH:7]=[CH:6][C:5]=12.C(Cl)(=O)C([Cl:16])=O.CN(C=O)C. Product: [N:1]1[CH:2]=[C:3]([C:10]([Cl:16])=[O:12])[N:4]2[CH:9]=[CH:8][CH:7]=[CH:6][C:5]=12. The catalyst class is: 2.